From a dataset of Forward reaction prediction with 1.9M reactions from USPTO patents (1976-2016). Predict the product of the given reaction. (1) The product is: [CH3:2][O:3][C:4](=[O:10])[C@H:5]([C@@H:7]([CH3:9])[OH:8])[NH:6][C:18](=[O:19])[C:17]1[CH:16]=[CH:15][C:14]([N+:11]([O-:13])=[O:12])=[CH:22][CH:21]=1. Given the reactants Cl.[CH3:2][O:3][C:4](=[O:10])[C@H:5]([C@@H:7]([CH3:9])[OH:8])[NH2:6].[N+:11]([C:14]1[CH:22]=[CH:21][C:17]([C:18](O)=[O:19])=[CH:16][CH:15]=1)([O-:13])=[O:12].CCN=C=NCCCN(C)C.Cl.C1C=CC2N(O)N=NC=2C=1.C(N(CC)C(C)C)(C)C, predict the reaction product. (2) Given the reactants [CH2:1]([CH2:3][NH2:4])[OH:2].[C:5]([O:9][C:10](=[O:13])[CH:11]=[CH2:12])([CH3:8])([CH3:7])[CH3:6].[CH2:14]([O:21][C:22](ON1C(=O)CCC1=O)=[O:23])[C:15]1[CH:20]=[CH:19][CH:18]=[CH:17][CH:16]=1.C(N(CC)CC)C, predict the reaction product. The product is: [C:5]([O:9][C:10](=[O:13])[CH2:11][CH2:12][N:4]([C:22]([O:21][CH2:14][C:15]1[CH:20]=[CH:19][CH:18]=[CH:17][CH:16]=1)=[O:23])[CH2:3][CH2:1][OH:2])([CH3:8])([CH3:7])[CH3:6].